Dataset: Catalyst prediction with 721,799 reactions and 888 catalyst types from USPTO. Task: Predict which catalyst facilitates the given reaction. (1) Reactant: [CH2:1]([C:8]1[O:12][C:11]([C@H:13]([CH2:26][CH2:27][CH2:28][CH2:29][CH3:30])[CH2:14][N:15]([O:18]CC2C=CC=CC=2)[CH:16]=[O:17])=[N:10][N:9]=1)[C:2]1[CH:7]=[CH:6][CH:5]=[CH:4][CH:3]=1. Product: [CH2:1]([C:8]1[O:12][C:11]([C@H:13]([CH2:26][CH2:27][CH2:28][CH2:29][CH3:30])[CH2:14][N:15]([OH:18])[CH:16]=[O:17])=[N:10][N:9]=1)[C:2]1[CH:7]=[CH:6][CH:5]=[CH:4][CH:3]=1. The catalyst class is: 45. (2) Reactant: [C:1]([O:5][C:6]([O:8][NH:9][C:10](=[O:16])[O:11][C:12]([CH3:15])([CH3:14])[CH3:13])=[O:7])([CH3:4])([CH3:3])[CH3:2].[H-].[Na+].Br[C:20]1([C:31]2[CH:36]=[CH:35][CH:34]=[CH:33][CH:32]=2)[C:24](=[O:25])[N:23]([CH3:26])[N:22]=[C:21]1[C:27]([CH3:30])([CH3:29])[CH3:28].C(OC([N-]OC(OC(C)(C)C)=O)=O)(C)(C)C.[Na+]. Product: [C:12]([O:11][C:10]([N:9]([O:8][C:6]([O:5][C:1]([CH3:4])([CH3:3])[CH3:2])=[O:7])[C:20]1([C:31]2[CH:36]=[CH:35][CH:34]=[CH:33][CH:32]=2)[C:24](=[O:25])[N:23]([CH3:26])[N:22]=[C:21]1[C:27]([CH3:28])([CH3:29])[CH3:30])=[O:16])([CH3:15])([CH3:14])[CH3:13]. The catalyst class is: 9. (3) Reactant: [Br:1][C:2]1[CH:7]=[CH:6][C:5]([F:8])=[CH:4][C:3]=1[F:9].[N+:10]([O-])([OH:12])=[O:11]. Product: [Br:1][C:2]1[CH:7]=[C:6]([N+:10]([O-:12])=[O:11])[C:5]([F:8])=[CH:4][C:3]=1[F:9]. The catalyst class is: 82. (4) Reactant: [NH2:1][C:2]1[CH:10]=[C:9]([O:11][CH3:12])[CH:8]=[CH:7][C:3]=1[C:4]([NH2:6])=[O:5].[Si]([O:20][CH2:21][CH2:22][O:23][C:24]1[CH:25]=[CH:26][C:27]([CH:39]=O)=[N:28][C:29]=1[C:30]1[CH:35]=[CH:34][C:33]([S:36]([CH3:38])=[O:37])=[CH:32][CH:31]=1)(C(C)(C)C)(C)C.OS([O-])(=O)=O.[Na+].O.C1(C)C=CC(S(O)(=O)=O)=CC=1. Product: [OH:20][CH2:21][CH2:22][O:23][C:24]1[CH:25]=[CH:26][C:27]([C:39]2[NH:6][C:4](=[O:5])[C:3]3[C:2](=[CH:10][C:9]([O:11][CH3:12])=[CH:8][CH:7]=3)[N:1]=2)=[N:28][C:29]=1[C:30]1[CH:35]=[CH:34][C:33]([S:36]([CH3:38])=[O:37])=[CH:32][CH:31]=1. The catalyst class is: 80. (5) Reactant: [F:1][C:2]([F:23])([F:22])[C:3]1[CH:17]=[C:16]([C:18]([F:21])([F:20])[F:19])[CH:15]=[CH:14][C:4]=1[CH2:5][N:6]1[CH2:11][CH2:10][CH:9]([CH:12]=O)[CH2:8][CH2:7]1.[OH:24][C@@H:25]1[CH2:30][CH2:29][CH2:28][CH2:27][C@H:26]1[NH:31][C:32]1[CH2:36][S:35][C:34](=[O:37])[N:33]=1.C([O-])(=O)C.[NH2+]1CCCCC1. Product: [F:1][C:2]([F:22])([F:23])[C:3]1[CH:17]=[C:16]([C:18]([F:20])([F:21])[F:19])[CH:15]=[CH:14][C:4]=1[CH2:5][N:6]1[CH2:7][CH2:8][CH:9](/[CH:12]=[C:36]2/[C:32]([NH:31][C@@H:26]3[CH2:27][CH2:28][CH2:29][CH2:30][C@H:25]3[OH:24])=[N:33][C:34](=[O:37])[S:35]/2)[CH2:10][CH2:11]1. The catalyst class is: 41. (6) Reactant: [CH:1](O)=[O:2].C(OC(=O)C)(=O)C.Cl.[NH2:12][CH2:13][CH2:14][C:15]1[CH:20]=[CH:19][C:18]([OH:21])=[C:17]([O:22][CH3:23])[CH:16]=1. Product: [OH:21][C:18]1[CH:19]=[CH:20][C:15]([CH2:14][CH2:13][NH:12][CH:1]=[O:2])=[CH:16][C:17]=1[O:22][CH3:23]. The catalyst class is: 7.